Dataset: Forward reaction prediction with 1.9M reactions from USPTO patents (1976-2016). Task: Predict the product of the given reaction. (1) The product is: [C:16]([O:20][C:4](=[O:5])[CH2:3][CH2:2][C:1]([OH:6])=[O:7])([CH3:19])([CH3:18])[CH3:17]. Given the reactants [C:1]1(=[O:7])[O:6][C:4](=[O:5])[CH2:3][CH2:2]1.ON1C(=O)CCC1=O.[C:16]([OH:20])([CH3:19])([CH3:18])[CH3:17], predict the reaction product. (2) Given the reactants C([N:8]1[CH:13]2[CH2:14][CH2:15][CH:9]1[CH2:10][CH:11]([NH2:16])[CH2:12]2)C1C=CC=CC=1.[C:17]([O:21][C:22](O[C:22]([O:21][C:17]([CH3:20])([CH3:19])[CH3:18])=[O:23])=[O:23])([CH3:20])([CH3:19])[CH3:18].ClCCl.CCN(C(C)C)C(C)C, predict the reaction product. The product is: [CH:9]12[NH:8][CH:13]([CH2:14][CH2:15]1)[CH2:12][CH:11]([NH:16][C:22](=[O:23])[O:21][C:17]([CH3:20])([CH3:19])[CH3:18])[CH2:10]2. (3) Given the reactants [NH2:1][CH2:2][C:3]1[C:8]([CH2:9][CH3:10])=[N:7][C:6]2[N:11]([CH2:14][CH3:15])[N:12]=[CH:13][C:5]=2[C:4]=1[NH:16][CH:17]1[CH2:22][CH2:21][O:20][CH2:19][CH2:18]1.[C:23]1([C:29](O)=[O:30])([C:26]([OH:28])=[O:27])[CH2:25][CH2:24]1.C1C=CC2N(O)N=NC=2C=1.C(Cl)CCl, predict the reaction product. The product is: [CH2:14]([N:11]1[C:6]2=[N:7][C:8]([CH2:9][CH3:10])=[C:3]([CH2:2][NH:1][C:29]([C:23]3([C:26]([OH:28])=[O:27])[CH2:25][CH2:24]3)=[O:30])[C:4]([NH:16][CH:17]3[CH2:18][CH2:19][O:20][CH2:21][CH2:22]3)=[C:5]2[CH:13]=[N:12]1)[CH3:15]. (4) The product is: [OH:20][CH2:18][CH2:17][C:16]1[O:21][N:23]=[C:24]([C:26]2[CH:27]=[CH:28][C:29]([CH3:44])=[C:30]([NH:32][C:33]([C:35]3[N:39]4[CH:40]=[CH:41][CH:42]=[CH:43][C:38]4=[N:37][CH:36]=3)=[O:34])[CH:31]=2)[N:25]=1. Given the reactants C(C1NC=CN=1)(C1NC=CN=1)=O.C(O[C:16](=[O:21])[CH2:17][C:18]([OH:20])=O)C.O[N:23]=[C:24]([C:26]1[CH:27]=[CH:28][C:29]([CH3:44])=[C:30]([NH:32][C:33]([C:35]2[N:39]3[CH:40]=[CH:41][CH:42]=[CH:43][C:38]3=[N:37][CH:36]=2)=[O:34])[CH:31]=1)[NH2:25].[BH4-].[Na+], predict the reaction product. (5) Given the reactants O.Cl.[NH2:3][C@H:4]([C:7]([OH:9])=[O:8])[CH2:5][SH:6].[OH-].[K+].Cl.Cl[CH2:14][C:15]1[CH:24]=[CH:23][C:22]([OH:25])=[C:21]2[C:16]=1[CH:17]=[CH:18][CH:19]=[N:20]2.Cl.[K+].[Br-], predict the reaction product. The product is: [OH:25][C:22]1[CH:23]=[CH:24][C:15]([CH2:14][S:6][CH2:5][C@@H:4]([C:7]([OH:9])=[O:8])[NH2:3])=[C:16]2[C:21]=1[N:20]=[CH:19][CH:18]=[CH:17]2. (6) Given the reactants CS([C:4]1[N:9]=[CH:8][C:7]2=[CH:10][CH:11]=[C:12]([C:13]3[CH:18]=[CH:17][C:16]([S:19]([CH3:22])(=[O:21])=[O:20])=[CH:15][CH:14]=3)[N:6]2[N:5]=1)=O.[CH3:23][N:24]1[C:28]2[CH:29]=[C:30]([NH2:33])[CH:31]=[CH:32][C:27]=2[N:26]=[CH:25]1, predict the reaction product. The product is: [CH3:22][S:19]([C:16]1[CH:17]=[CH:18][C:13]([C:12]2[N:6]3[C:7]([CH:8]=[N:9][C:4]([NH:33][C:30]4[CH:31]=[CH:32][C:27]5[N:26]=[CH:25][N:24]([CH3:23])[C:28]=5[CH:29]=4)=[N:5]3)=[CH:10][CH:11]=2)=[CH:14][CH:15]=1)(=[O:21])=[O:20]. (7) Given the reactants Br[C:2]1[CH:3]=[C:4]([C:10]([O:12][CH3:13])=[O:11])[C:5]([S:8][CH3:9])=[N:6][CH:7]=1.[B:14]1([B:14]2[O:18][C:17]([CH3:20])([CH3:19])[C:16]([CH3:22])([CH3:21])[O:15]2)[O:18][C:17]([CH3:20])([CH3:19])[C:16]([CH3:22])([CH3:21])[O:15]1.ClCCl.C([O-])(=O)C.[K+], predict the reaction product. The product is: [CH3:9][S:8][C:5]1[C:4]([C:10]([O:12][CH3:13])=[O:11])=[CH:3][C:2]([B:14]2[O:18][C:17]([CH3:20])([CH3:19])[C:16]([CH3:22])([CH3:21])[O:15]2)=[CH:7][N:6]=1.